From a dataset of Catalyst prediction with 721,799 reactions and 888 catalyst types from USPTO. Predict which catalyst facilitates the given reaction. (1) Reactant: [CH3:1][C:2]1[CH:7]=[CH:6][N:5]=[CH:4][C:3]=1[N:8]1[CH2:12][CH2:11][NH:10][C:9]1=[O:13].Br[C:15]1[CH:16]=[N:17][N:18]([C:20]([C:33]2[CH:38]=[CH:37][CH:36]=[CH:35][CH:34]=2)([C:27]2[CH:32]=[CH:31][CH:30]=[CH:29][CH:28]=2)[C:21]2[CH:26]=[CH:25][CH:24]=[CH:23][CH:22]=2)[CH:19]=1.N[C@@H]1CCCC[C@H]1N.C(=O)([O-])[O-].[K+].[K+]. Product: [CH3:1][C:2]1[CH:7]=[CH:6][N:5]=[CH:4][C:3]=1[N:8]1[CH2:12][CH2:11][N:10]([C:15]2[CH:16]=[N:17][N:18]([C:20]([C:27]3[CH:32]=[CH:31][CH:30]=[CH:29][CH:28]=3)([C:21]3[CH:22]=[CH:23][CH:24]=[CH:25][CH:26]=3)[C:33]3[CH:38]=[CH:37][CH:36]=[CH:35][CH:34]=3)[CH:19]=2)[C:9]1=[O:13]. The catalyst class is: 246. (2) Reactant: [Br:1][C:2]1[N:3]=[C:4]2[C:10]([C:11]([OH:13])=O)=[CH:9][NH:8][C:5]2=[N:6][CH:7]=1.[C:14]([NH2:18])([CH3:17])([CH3:16])[CH3:15].CN(C(ON1N=NC2C=CC=NC1=2)=[N+](C)C)C.F[P-](F)(F)(F)(F)F. Product: [Br:1][C:2]1[N:3]=[C:4]2[C:10]([C:11]([NH:18][C:14]([CH3:17])([CH3:16])[CH3:15])=[O:13])=[CH:9][NH:8][C:5]2=[N:6][CH:7]=1. The catalyst class is: 1.